Dataset: Forward reaction prediction with 1.9M reactions from USPTO patents (1976-2016). Task: Predict the product of the given reaction. (1) The product is: [CH:28]1([C@H:23]([NH:22][C:4]2[N:3]=[C:2]([C:33]#[N:35])[N:10]=[C:9]3[C:5]=2[N:6]([CH2:11][C:12]2[CH:13]=[CH:14][C:15]([C:18]([F:21])([F:19])[F:20])=[CH:16][CH:17]=2)[CH:7]=[N:8]3)[CH2:24][CH2:25][CH2:26][OH:27])[CH2:29][CH2:30][CH2:31]1. Given the reactants Cl[C:2]1[N:10]=[C:9]2[C:5]([N:6]([CH2:11][C:12]3[CH:17]=[CH:16][C:15]([C:18]([F:21])([F:20])[F:19])=[CH:14][CH:13]=3)[CH:7]=[N:8]2)=[C:4]([NH:22][C@@H:23]([CH:28]2[CH2:31][CH2:30][CH2:29]2)[CH2:24][CH2:25][CH2:26][OH:27])[N:3]=1.C[C:33]([N:35](C)C)=O, predict the reaction product. (2) Given the reactants [Br:1][C:2]1[CH:7]=[C:6]([CH3:8])[CH:5]=[CH:4][N:3]=1.C[Si]([N-][Si](C)(C)C)(C)C.[Na+].C[O:20][C:21](=O)[C:22]1[CH:27]=[CH:26][CH:25]=[C:24]([CH3:28])[N:23]=1.C(OCC)C, predict the reaction product. The product is: [Br:1][C:2]1[CH:7]=[C:6]([CH2:8][C:21]([C:22]2[CH:27]=[CH:26][CH:25]=[C:24]([CH3:28])[N:23]=2)=[O:20])[CH:5]=[CH:4][N:3]=1. (3) The product is: [CH3:1][O:2][C:3]([C:5]1[C:14]([F:15])=[C:13]2[C:8]([CH2:9][C:10]([CH3:24])([CH3:23])[CH:11]([C:16]3[CH:21]=[CH:20][CH:19]=[C:18]([N:25]4[CH2:30][CH2:29][O:28][CH2:27][CH2:26]4)[CH:17]=3)[NH:12]2)=[CH:7][CH:6]=1)=[O:4]. Given the reactants [CH3:1][O:2][C:3]([C:5]1[C:14]([F:15])=[C:13]2[C:8]([CH2:9][C:10]([CH3:24])([CH3:23])[CH:11]([C:16]3[CH:21]=[CH:20][CH:19]=[C:18](Br)[CH:17]=3)[NH:12]2)=[CH:7][CH:6]=1)=[O:4].[NH:25]1[CH2:30][CH2:29][O:28][CH2:27][CH2:26]1.Cl.CN(C)CC(O)=O.C(=O)([O-])[O-].[K+].[K+], predict the reaction product. (4) Given the reactants [C:1]([O:5][C:6](=[O:33])[NH:7][C@@H:8]([CH2:20][C:21]1[C:29]2[C:24](=[CH:25][CH:26]=[C:27]([N+:30]([O-:32])=[O:31])[CH:28]=2)[NH:23][CH:22]=1)[C:9]([N:11]1[CH2:15][C@@H:14]([F:16])[CH2:13][C@H:12]1[C:17](=O)[NH2:18])=[O:10])([CH3:4])([CH3:3])[CH3:2].N1C=CN=C1.P(Cl)(Cl)(Cl)=O, predict the reaction product. The product is: [C:1]([O:5][C:6](=[O:33])[NH:7][C@@H:8]([CH2:20][C:21]1[C:29]2[C:24](=[CH:25][CH:26]=[C:27]([N+:30]([O-:32])=[O:31])[CH:28]=2)[NH:23][CH:22]=1)[C:9]([N:11]1[CH2:15][C@@H:14]([F:16])[CH2:13][C@H:12]1[C:17]#[N:18])=[O:10])([CH3:4])([CH3:2])[CH3:3]. (5) The product is: [S:1]1[C:5]([CH2:6][CH:18]2[C:23](=[O:24])[O:22][C:21]([CH3:26])([CH3:25])[O:20][C:19]2=[O:27])=[CH:4][C:3]2[CH:8]=[CH:9][CH:10]=[CH:11][C:2]1=2. Given the reactants [S:1]1[C:5]([CH:6]=O)=[CH:4][C:3]2[CH:8]=[CH:9][CH:10]=[CH:11][C:2]1=2.ClC1C=CC(C[CH:18]2[C:23](=[O:24])[O:22][C:21]([CH3:26])([CH3:25])[O:20][C:19]2=[O:27])=CC=1.BrC1C=C2C(=CC=1)N=C(Cl)C(CC1C=CC(Cl)=CC=1)=C2Cl, predict the reaction product. (6) Given the reactants [OH:1][CH2:2][C@@H:3]1[CH2:7][C@@H:6]([N:8]2[C:12]3[N:13]=[CH:14][N:15]=[C:16]([S:17][C:18]4[CH:23]=[CH:22][CH:21]=[CH:20][CH:19]=4)[C:11]=3[CH:10]=[CH:9]2)[C@H:5]([OH:24])[C@@H:4]1[OH:25].CO[C:28](OC)([CH3:30])[CH3:29].O.C1(C)C=CC(S(O)(=O)=O)=CC=1, predict the reaction product. The product is: [CH3:29][C:28]1([CH3:30])[O:24][C@H:5]2[C@H:6]([N:8]3[C:12]4[N:13]=[CH:14][N:15]=[C:16]([S:17][C:18]5[CH:19]=[CH:20][CH:21]=[CH:22][CH:23]=5)[C:11]=4[CH:10]=[CH:9]3)[CH2:7][C@@H:3]([CH2:2][OH:1])[C@H:4]2[O:25]1. (7) Given the reactants Cl.[NH2:2][C:3]1[C:4]2[C:14]([O:15][CH2:16][C:17]([NH2:20])([CH3:19])[CH3:18])=[CH:13][CH:12]=[CH:11][C:5]=2[NH:6][S:7](=[O:10])(=[O:9])[N:8]=1.[C:21]([NH:26][C:27]1[CH:28]=[C:29]([CH:33]=[CH:34][N:35]=1)[C:30](O)=[O:31])(=[O:25])[CH:22]([CH3:24])[CH3:23], predict the reaction product. The product is: [NH2:2][C:3]1[C:4]2[C:14]([O:15][CH2:16][C:17]([NH:20][C:30](=[O:31])[C:29]3[CH:33]=[CH:34][N:35]=[C:27]([NH:26][C:21](=[O:25])[CH:22]([CH3:23])[CH3:24])[CH:28]=3)([CH3:18])[CH3:19])=[CH:13][CH:12]=[CH:11][C:5]=2[NH:6][S:7](=[O:10])(=[O:9])[N:8]=1.